This data is from Full USPTO retrosynthesis dataset with 1.9M reactions from patents (1976-2016). The task is: Predict the reactants needed to synthesize the given product. Given the product [Br:1][C:2]1[S:3][CH:4]=[CH:5][C:6]=1[CH2:7][CH2:8][O:9][Si:14]([C:10]([CH3:13])([CH3:12])[CH3:11])([CH3:16])[CH3:15], predict the reactants needed to synthesize it. The reactants are: [Br:1][C:2]1[S:3][CH:4]=[CH:5][C:6]=1[CH2:7][CH2:8][OH:9].[C:10]([Si:14](Cl)([CH3:16])[CH3:15])([CH3:13])([CH3:12])[CH3:11].N1C=CN=C1.O.